This data is from Peptide-MHC class I binding affinity with 185,985 pairs from IEDB/IMGT. The task is: Regression. Given a peptide amino acid sequence and an MHC pseudo amino acid sequence, predict their binding affinity value. This is MHC class I binding data. (1) The peptide sequence is AYISSEATTPV. The MHC is HLA-B44:02 with pseudo-sequence HLA-B44:02. The binding affinity (normalized) is 0. (2) The peptide sequence is RPTPKGTVMD. The MHC is HLA-B07:02 with pseudo-sequence HLA-B07:02. The binding affinity (normalized) is 0.620. (3) The peptide sequence is IVVPVIDRL. The MHC is HLA-A02:02 with pseudo-sequence HLA-A02:02. The binding affinity (normalized) is 0.541. (4) The peptide sequence is FLYSFFLCI. The MHC is HLA-B15:01 with pseudo-sequence HLA-B15:01. The binding affinity (normalized) is 0.346. (5) The MHC is HLA-A68:02 with pseudo-sequence HLA-A68:02. The binding affinity (normalized) is 0. The peptide sequence is PYLFWLAAI.